From a dataset of Experimentally validated miRNA-target interactions with 360,000+ pairs, plus equal number of negative samples. Binary Classification. Given a miRNA mature sequence and a target amino acid sequence, predict their likelihood of interaction. (1) The miRNA is hsa-miR-940 with sequence AAGGCAGGGCCCCCGCUCCCC. The protein sequence of the target gene is MEGGAAAATPTALPYYVAFSQLLGLTLVAMTGAWLGLYRGGIAWESDLQFNAHPLCMVIGLIFLQGNALLVYRVFRNEAKRTTKVLHGLLHIFALVIALVGLVAVFDYHRKKGYADLYSLHSWCGILVFVLYFVQWLVGFSFFLFPGASFSLRSRYRPQHIFFGATIFLLSVGTALLGLKEALLFNLGGKYSAFEPEGVLANVLGLLLACFGGAVLYILTRADWKRPSQAEEQALSMDFKTLTEGDSPGSQ. Result: 1 (interaction). (2) The miRNA is hsa-miR-454-5p with sequence ACCCUAUCAAUAUUGUCUCUGC. The protein sequence of the target gene is MTGNAGEWCLMESDPGVFTELIKGFGCRGAQVEEIWSLEPENFEKLKPVHGLIFLFKWQPGEEPAGSVVQDSRLDTIFFAKQVINNACATQAIVSVLLNCTHQDVHLGETLSEFKEFSQSFDAAMKGLALSNSDVIRQVHNSFARQQMFEFDTKTSAKEEDAFHFVSYVPVNGRLYELDGLREGPIDLGACNQDDWISAVRPVIEKRIQKYSEGEIRFNLMAIVSDRKMIYEQKIAELQRQLAEEEPMDTDQGNSMLSAIQSEVAKNQMLIEEEVQKLKRYKIENIRRKHNYLPFIMELL.... Result: 1 (interaction). (3) The miRNA is hsa-miR-4325 with sequence UUGCACUUGUCUCAGUGA. The protein sequence of the target gene is MGQPWAAGSTDGAPAQLPLVLTALWAAAVGLELAYVLVLGPGPPPLGPLARALQLALAAFQLLNLLGNVGLFLRSDPSIRGVMLAGRGLGQGWAYCYQCQSQVPPRSGHCSACRVCILRRDHHCRLLGRCVGFGNYRPFLCLLLHAAGVLLHVSVLLGPALSALLRAHTPLHMAALLLLPWLMLLTGRVSLAQFALAFVTDTCVAGALLCGAGLLFHGMLLLRGQTTWEWARGQHSYDLGPCHNLQAALGPRWALVWLWPFLASPLPGDGITFQTTADVGHTAS. Result: 1 (interaction). (4) The miRNA is hsa-miR-186-3p with sequence GCCCAAAGGUGAAUUUUUUGGG. The protein sequence of the target gene is MVPGQAQPQSPEMLLLPLLLPVLGAGSLNKDPSYSLQVQRQVPVPEGLCVIVSCNLSYPRDGWDESTAAYGYWFKGRTSPKTGAPVATNNQSREVEMSTRDRFQLTGDPGKGSCSLVIRDAQREDEAWYFFRVERGSRVRHSFLSNAFFLKVTALTKKPDVYIPETLEPGQPVTVICVFNWAFKKCPAPSFSWTGAALSPRRTRPSTSHFSVLSFTPSPQDHDTDLTCHVDFSRKGVSAQRTVRLRVAYAPKDLIISISHDNTSALELQGNVIYLEVQKGQFLRLLCAADSQPPATLSWV.... Result: 1 (interaction). (5) The miRNA is hsa-miR-656-3p with sequence AAUAUUAUACAGUCAACCUCU. The protein sequence of the target gene is MAHNAGAAAAAGTHSAKSGGSEAALKEGGSAAALSSSSSSSAAAAAASSSSSSGPGSAMETGLLPNHKLKTVGEAPAAPPHQQHHHHHHAHHHHHHAHHLHHHHALQQQLNQFQQQQQQQQQQQQQQQQQQHPISNNNSLGGAGGGAPQPGPDMEQPQHGGAKDSAAGGQADPPGPPLLSKPGDEDDAPPKMGEPAGGRYEHPGLGALGTQQPPVAVPGGGGGPAAVPEFNNYYGSAAPASGGPGGRAGPCFDQHGGQQSPGMGMMHSASAAAAGAPGSMDPLQNSHEGYPNSQCNHYPG.... Result: 1 (interaction). (6) The miRNA is hsa-miR-2467-3p with sequence AGCAGAGGCAGAGAGGCUCAGG. The protein sequence of the target gene is MAPVSGSRSPDREASGSGGRRRSSSKSPKPSKSARSPRGRRSRSHSCSRSGDRNGLTHQLGGLSQGSRNQSYRSRSRSRSRERPSAPRGIPFASASSSVYYGSYSRPYGSDKPWPSLLDKEREESLRQKRLSERERIGELGAPEVWGLSPKNPEPDSDEHTPVEDEEPKKSTTSASTSEEEKKKKSSRSKERSKKRRKKKSSKRKHKKYSEDSDSDSDSETDSSDEDNKRRAKKAKKKEKKKKHRSKKYKKKRSKKSRKESSDSSSKESQEEFLENPWKDRTKAEEPSDLIGPEAPKTLT.... Result: 1 (interaction). (7) The miRNA is hsa-miR-892c-3p with sequence CACUGUUUCCUUUCUGAGUGGA. The protein sequence of the target gene is MSSGYSSLEEDEDFFFTARTSFFRRAPPGKSRSGQPDVEKEKETHNYLSKEEIKEKVHKYNSAVTDKLKMTLNSNGIYTGFIKVQMELCKPAQPSPEPSSGGCMNTLHISSTNTVGEVIEALLRKFLVTESPTKFALYKRCHREDQVYACKLSDREHPLYLRLVAGPRTDTLSFVLREHEIGEWEAFSLPELQNFLRILDKEEDEQLQSLKRRYTAYRQKLEEALGEVWKPG. Result: 0 (no interaction). (8) The miRNA is hsa-miR-512-5p with sequence CACUCAGCCUUGAGGGCACUUUC. The protein sequence of the target gene is MPKNKGKGGKNRRRGKNENESEKRELVFKEDGQEYAQVIKMLGNGRLEAMCFDGVRRLCHIRGKLRKKVWINTSDIILIGLRDYQDNKADVILKYNADEARSLKAYGELPEHAKINETDTFGPGDDDEIQFDDIGDDDEDIDDI. Result: 0 (no interaction). (9) The miRNA is hsa-miR-6841-3p with sequence ACCUUGCAUCUGCAUCCCCAG. The protein sequence of the target gene is MTLESGDHTLTLFAYRTGPFRTILFYALTVLTLGIFRLILHWKQKWDVKMRMVPCTFEAAEYIYIIDNHNVSELQPVLRKSNATIPTENGEMRKVPELRWFVYRKLEYVWIDDLNSDESVDEISDNDNCWKTSFEIANRIPCRSLLAVSESNFGLTLSEISRRLEFYGRNEIVVQLRPILYLLVMEVITPFYVFQIFSVTVWYNDEYAYYASLIVILSLGSIVMDVYQIRTQEIRLRSMVHSTESVEVIREGTEMTIGSDQLVPGDILLIPPHGCLMQCDSVLMNGTVIVNESVLTGESV.... Result: 0 (no interaction).